Dataset: Experimentally validated miRNA-target interactions with 360,000+ pairs, plus equal number of negative samples. Task: Binary Classification. Given a miRNA mature sequence and a target amino acid sequence, predict their likelihood of interaction. (1) The miRNA is hsa-miR-190a-3p with sequence CUAUAUAUCAAACAUAUUCCU. The protein sequence of the target gene is MLLASAVVVWEWLNEHGRWRPYSPAVSHHIEAVVRAGPRAGGSVVLGQVDSRLAPYIIDLQSMNQFRQDTGTLRPVRRNYYDPSSAPGKGVVWEWENDNGSWTPYDMEVGITIQHAYEKQHPWIDLTSIGFSYVIDFNTMGQINRQTQRQRRVRRRLDLIYPMVTGTLPKAQSWPVSPGPATSPPMSPCSCPQCVLVMSVKAAVVNGSTGPLQLPVTRKNMPPPGVVKLPPLPGSGAKPLDSTGTIRGPLKTAPSQVIRRQASSMPTGTTMGSPASPPGPNSKTGRVALATLNRTNLQRL.... Result: 1 (interaction). (2) The miRNA is hsa-miR-1976 with sequence CCUCCUGCCCUCCUUGCUGU. The protein sequence of the target gene is MAAGRAQVPSSEQAWLEDAQVFIQKTLCPAVKEPNVQLTPLVIDCVKTVWLSQGRNQGSTLPLSYSFVSVQDLKTHQRLPCCSHLSWSSSAYQAWAQEAGPNGNPLPREQLLLLGTLTDLSADLEQECRNGSLYVRDNTGVLSCELIDLDLSWLGHLFLFPRWSYLPPARWNSSGEGHLELWDAPVPVFPLTISPGPVTPIPVLYPESASCLLRLRNKLRGVQRNLAGSLVRLSALVKSKQKAYFILSLGRSHPAVTHVSIIVQVPAQLVWHRALRPGTAYVLTELRVSKIRGQRQHVWM.... Result: 1 (interaction). (3) The miRNA is mmu-miR-1941-5p with sequence AGGGAGAUGCUGGUACAGAGGCUU. The protein sequence of the target gene is MNLPRAERPRSTPQRSLRDSDGEDGKIDVLGEEEDEDEVEDEEEEARQQFLEQSLQPGLQVARWGGVALPREHIEGGGGPSDPSEFGTKFRAPPRSAAASEDARQPAKPPYSYIALITMAILQNPHKRLTLSGICAFISGRFPYYRRKFPAWQNSIRHNLSLNDCFVKIPREPGHPGKGNYWSLDPASQDMFDNGSFLRRRKRFKRHQLTPGAHLPHPFPLPAAHAALHNPHPGPLLGAPAPPQPVPGAYPNTAPGRRPYALLHPHPLRYLLLSARVYAGAPKKAEGADLATPAPFPCCS.... Result: 0 (no interaction). (4) The miRNA is hsa-miR-605-3p with sequence AGAAGGCACUAUGAGAUUUAGA. The protein sequence of the target gene is MNIFRLTGDLSHLAAIVILLLKIWKTRSCAGISGKSQLLFALVFTTRYLDLFTSFISLYNTSMKVIYLACSYATVYLIYLKFKATYDGNHDTFRVEFLVVPVGGLSFLVNHDFSPLEILWTFSIYLESVAILPQLFMISKTGEAETITTHYLFFLGLYRALYLVNWIWRFYFEGFFDLIAVVAGVVQTILYCDFFYLYITKVLKGKKLSLPA. Result: 0 (no interaction). (5) The miRNA is mmu-miR-340-5p with sequence UUAUAAAGCAAUGAGACUGAUU. The protein sequence of the target gene is MEGVLYKWTNYLTGWQPRWFVLDNGILSYYDSQDDVCKGSKGSIKMAVCEIKVHPADNTRMELIIPGEQHFYMKAVNAAERQRWLVALGSSKACLTDTRTAKEKEISETSESLKTKMSELRLYCDLLMQQVHTIQEFVHRDERHPSPSVENMNEASSLLSATCNTFITTLEECVKIANAKFKPEMFQLPHPDPLVSPVSPSPVQMMKRSASHPGSCSSERSSCSIKEPASALHRLPQRRRRTYSDTDSCNDVPPEDPERPLHCSGNTLNGDLASATIPEESRLMAKTQSEEPLLPFS. Result: 1 (interaction). (6) The miRNA is hsa-miR-4430 with sequence AGGCUGGAGUGAGCGGAG. The protein sequence of the target gene is MPRRKQQAPKRAAGYAQEEQLKEEEEIKEEEEEEDSGSVAQLQGGNDTGTDEELETGPEQKGCFSYQNSPGSHLSNQDAENESLLSDASDQVSDIKSVCGRDASDKKAHTHVRLPNEAHNCMDKMTAVYANILSDSYWSGLGLGFKLSNSERRNCDTRNGSNKSDFDWHQDALSKSLQQNLPSRSVSKPSLFSSVQLYRQSSKMCGTVFTGASRFRCRQCSAAYDTLVELTVHMNETGHYQDDNRKKDKLRPTSYSKPRKRAFQDMDKEDAQKVLKCMFCGDSFDSLQDLSVHMIKTKHY.... Result: 1 (interaction). (7) The miRNA is mmu-miR-5118 with sequence AAGGUUAGGCCAGCCUGGU. The protein sequence of the target gene is MDSSIHLSGLLSRHDDDATRTSTSEGLEEGEVEGETLLIVESEDQASVDLSHDQSGDSLNSDEGDVSWMEEQLSYFCDKCQKWIPASQLREQLSYLKGDNFFRFTCCDCSADGKEQYERLKLTWQQVVMLAMYNLSLEGSGRQGYFRWKEDICAFIEKHWTFLLGNRKKTSTWWSTVAGCLSVGSPVYFRSGAQEFGEPGWWKLVHNRPPTMRPEGEKLAASTLKVKASKPTLDPIITVEGLRKRASRNPVESAMELKEKRSRTQEAKDIRRAQKEAAGLLDRSTSSTPVKFISRGRRPD.... Result: 0 (no interaction). (8) The miRNA is hsa-miR-196a-3p with sequence CGGCAACAAGAAACUGCCUGAG. The protein sequence of the target gene is MSGLLTDPEQRAQEPRYPGFVLGLDVGSSVIRCHVYDRAARVCGSSVQKVENLYPQIGWVEIDPDVLWIQFVAVIKEAVKAAGIQMNQIVGLGISTQRATFITWNKKTGNHFHNFISWQDLRAVELVKSWNNSLLMKIFHSSCRVLHFFTRSKRLFTASLFTFTTQQTSLRLVWILQNLTEVQKAVEEENCCFGTIDTWLLYKLTKGSVYATDFSNASTTGLFDPYKMCWSGMITSLISIPLSLLPPVRDTSHNFGSVDEEIFGVPIPIVALVADQQSAMFGECCFQTGDVKLTMGTGTF.... Result: 1 (interaction). (9) The miRNA is hsa-miR-5587-5p with sequence AUGGUCACCUCCGGGACU. The protein sequence of the target gene is MAHGPGALMLKCVVVGDGAVGKTCLLMSYANDAFPEEYVPTVFDHYAVSVTVGGKQYLLGLYDTAGQEDYDRLRPLSYPMTDVFLICFSVVNPASFQNVKEEWVPELKEYAPNVPFLLIGTQIDLRDDPKTLARLNDMKEKPICVEQGQKLAKEIGACCYVECSALTQKGLKTVFDEAIIAILTPKKHTVKKRIGSRCINCCLIT. Result: 1 (interaction).